From a dataset of Forward reaction prediction with 1.9M reactions from USPTO patents (1976-2016). Predict the product of the given reaction. (1) The product is: [CH:1]([N:14]1[CH2:19][CH2:18][N:17]([C:20]2[CH:25]=[CH:24][C:23]([NH:26][C:31](=[O:32])[C:30]3[CH:34]=[CH:35][CH:36]=[N:37][C:29]=3[CH3:28])=[CH:22][C:21]=2[F:27])[CH2:16][CH2:15]1)([C:2]1[CH:7]=[CH:6][CH:5]=[CH:4][CH:3]=1)[C:8]1[CH:9]=[CH:10][CH:11]=[CH:12][CH:13]=1. Given the reactants [CH:1]([N:14]1[CH2:19][CH2:18][N:17]([C:20]2[CH:25]=[CH:24][C:23]([NH2:26])=[CH:22][C:21]=2[F:27])[CH2:16][CH2:15]1)([C:8]1[CH:13]=[CH:12][CH:11]=[CH:10][CH:9]=1)[C:2]1[CH:7]=[CH:6][CH:5]=[CH:4][CH:3]=1.[CH3:28][C:29]1[N:37]=[CH:36][CH:35]=[CH:34][C:30]=1[C:31](O)=[O:32], predict the reaction product. (2) Given the reactants [C:1](OC(=O)C)(=[O:3])[CH3:2].[CH3:8][O:9][C:10]1[CH:11]=[C:12]([CH:14]=[CH:15][CH:16]=1)[NH2:13], predict the reaction product. The product is: [CH3:2][C:1]([NH:13][C:12]1[CH:14]=[CH:15][CH:16]=[C:10]([O:9][CH3:8])[CH:11]=1)=[O:3]. (3) The product is: [F:1][C:2]1[CH:7]=[CH:6][C:5]([F:8])=[CH:4][C:3]=1[C@H:9]1[CH2:13][CH2:12][CH2:11][N:10]1[C:14]1[CH:19]=[CH:18][N:17]2[N:20]=[CH:21][C:22](/[CH:23]=[CH:24]/[C:25]([N:66]3[CH2:67][CH2:68][NH:63][CH:64]([C:69]([OH:72])([CH3:71])[CH3:70])[CH2:65]3)=[O:26])=[C:16]2[N:15]=1. Given the reactants [F:1][C:2]1[CH:7]=[CH:6][C:5]([F:8])=[CH:4][C:3]=1[C@H:9]1[CH2:13][CH2:12][CH2:11][N:10]1[C:14]1[CH:19]=[CH:18][N:17]2[N:20]=[CH:21][C:22](/[CH:23]=[CH:24]/[C:25](O)=[O:26])=[C:16]2[N:15]=1.CN(C(ON1N=NC2C=CC=NC1=2)=[N+](C)C)C.F[P-](F)(F)(F)(F)F.CCN(C(C)C)C(C)C.Cl.Cl.[NH:63]1[CH2:68][CH2:67][NH:66][CH2:65][CH:64]1[C:69]([OH:72])([CH3:71])[CH3:70], predict the reaction product. (4) Given the reactants Cl.[F:2][C:3]([F:27])([F:26])[C:4]1[CH:5]=[CH:6][C:7]([O:10][C:11]2[CH:12]=[C:13]([CH:17]3[CH2:20][C:19]4([CH2:25][CH2:24][NH:23][CH2:22][CH2:21]4)[CH2:18]3)[CH:14]=[CH:15][CH:16]=2)=[N:8][CH:9]=1.[O:28]1[C:32]2[CH:33]=[CH:34][CH:35]=[CH:36][C:31]=2[C:30]([NH:37][C:38](=O)[O:39]C2C=CC=CC=2)=[N:29]1, predict the reaction product. The product is: [O:28]1[C:32]2[CH:33]=[CH:34][CH:35]=[CH:36][C:31]=2[C:30]([NH:37][C:38]([N:23]2[CH2:22][CH2:21][C:19]3([CH2:20][CH:17]([C:13]4[CH:14]=[CH:15][CH:16]=[C:11]([O:10][C:7]5[CH:6]=[CH:5][C:4]([C:3]([F:2])([F:26])[F:27])=[CH:9][N:8]=5)[CH:12]=4)[CH2:18]3)[CH2:25][CH2:24]2)=[O:39])=[N:29]1. (5) Given the reactants [N+:1]([C:4]1[CH:22]=[CH:21][C:7]([CH2:8][NH:9][S:10]([NH:13][C:14](=[O:20])[O:15][C:16]([CH3:19])([CH3:18])[CH3:17])(=[O:12])=[O:11])=[CH:6][CH:5]=1)([O-])=O.[H][H], predict the reaction product. The product is: [NH2:1][C:4]1[CH:22]=[CH:21][C:7]([CH2:8][NH:9][S:10]([NH:13][C:14](=[O:20])[O:15][C:16]([CH3:18])([CH3:19])[CH3:17])(=[O:12])=[O:11])=[CH:6][CH:5]=1. (6) Given the reactants C([O:3][C:4]([C:6]1[NH:7][C:8]2[C:13]([CH:14]=1)=[CH:12][C:11](Br)=[CH:10][CH:9]=2)=[O:5])C.[C:16]([C:20]1[CH:25]=[CH:24][C:23](B(O)O)=[CH:22][CH:21]=1)([CH3:19])([CH3:18])[CH3:17].[CH:29]([O:32][C:33]1[CH:38]=[CH:37][C:36](B(O)O)=[CH:35][CH:34]=1)([CH3:31])[CH3:30].[CH:42]([O:45][C:46]1[CH:47]=[C:48](B(O)O)[CH:49]=[CH:50][CH:51]=1)([CH3:44])[CH3:43], predict the reaction product. The product is: [C:16]([C:20]1[CH:25]=[CH:24][C:23]([C:11]2[CH:12]=[C:13]3[C:8](=[CH:9][CH:10]=2)[N:7]([C:35]2[CH:36]=[CH:37][CH:38]=[C:33]([O:32][CH:29]([CH3:31])[CH3:30])[CH:34]=2)[C:6]([C:4]([OH:3])=[O:5])=[C:14]3[C:49]2[CH:48]=[CH:47][C:46]([O:45][CH:42]([CH3:44])[CH3:43])=[CH:51][CH:50]=2)=[CH:22][CH:21]=1)([CH3:19])([CH3:18])[CH3:17]. (7) Given the reactants [F:1][C:2]1[C:3]([O:20][CH2:21][C:22]2[CH:27]=[CH:26][CH:25]=[CH:24][CH:23]=2)=[C:4]([C:8]2[NH:9][C:10]([CH3:19])=[C:11]([CH2:15][CH:16]([CH3:18])[CH3:17])[C:12](=[O:14])[N:13]=2)[CH:5]=[CH:6][CH:7]=1.[H-].[Li+].[Br-].[Li+].[CH2:32](Br)[CH2:33][C:34]1[CH:39]=[CH:38][CH:37]=[CH:36][CH:35]=1, predict the reaction product. The product is: [F:1][C:2]1[C:3]([O:20][CH2:21][C:22]2[CH:23]=[CH:24][CH:25]=[CH:26][CH:27]=2)=[C:4]([C:8]2[N:13]([CH2:32][CH2:33][C:34]3[CH:39]=[CH:38][CH:37]=[CH:36][CH:35]=3)[C:12](=[O:14])[C:11]([CH2:15][CH:16]([CH3:17])[CH3:18])=[C:10]([CH3:19])[N:9]=2)[CH:5]=[CH:6][CH:7]=1. (8) Given the reactants [CH:1]([N:4]1[CH2:9][CH2:8][CH:7]([CH:10]2[CH2:14][CH2:13][CH2:12][N:11]2C(OC(C)(C)C)=O)[CH2:6][CH2:5]1)([CH3:3])[CH3:2].[ClH:22].O1CCOCC1, predict the reaction product. The product is: [ClH:22].[CH:1]([N:4]1[CH2:5][CH2:6][CH:7]([CH:10]2[CH2:14][CH2:13][CH2:12][NH:11]2)[CH2:8][CH2:9]1)([CH3:3])[CH3:2]. (9) Given the reactants Br[C:2]1[CH:3]=[C:4]([C:8]2[C:16]3[C:11](=[N:12][C:13]([NH:17][CH2:18][CH2:19][N:20]4[CH2:25][CH2:24][O:23][CH2:22][CH2:21]4)=[N:14][CH:15]=3)[N:10]([CH2:26][O:27][CH2:28][CH2:29][Si:30]([CH3:33])([CH3:32])[CH3:31])[N:9]=2)[CH:5]=[CH:6][CH:7]=1.[Cl:34][C:35]1[CH:42]=[CH:41][CH:40]=[CH:39][C:36]=1[CH2:37][NH2:38].CN(C1C(C2C(P(C3CCCCC3)C3CCCCC3)=CC=CC=2)=CC=CC=1)C.C(O[Na])(C)(C)C, predict the reaction product. The product is: [Cl:34][C:35]1[CH:42]=[CH:41][CH:40]=[CH:39][C:36]=1[CH2:37][NH:38][C:2]1[CH:3]=[C:4]([C:8]2[C:16]3[C:11](=[N:12][C:13]([NH:17][CH2:18][CH2:19][N:20]4[CH2:25][CH2:24][O:23][CH2:22][CH2:21]4)=[N:14][CH:15]=3)[N:10]([CH2:26][O:27][CH2:28][CH2:29][Si:30]([CH3:33])([CH3:32])[CH3:31])[N:9]=2)[CH:5]=[CH:6][CH:7]=1. (10) Given the reactants [C:1]([O:5][C:6](=[O:16])[NH:7][C:8]1[C:13]([F:14])=[CH:12][C:11]([Br:15])=[CH:10][N:9]=1)([CH3:4])([CH3:3])[CH3:2].[H-].[Na+].[CH3:19]I, predict the reaction product. The product is: [C:1]([O:5][C:6](=[O:16])[N:7]([C:8]1[C:13]([F:14])=[CH:12][C:11]([Br:15])=[CH:10][N:9]=1)[CH3:19])([CH3:4])([CH3:2])[CH3:3].